This data is from Catalyst prediction with 721,799 reactions and 888 catalyst types from USPTO. The task is: Predict which catalyst facilitates the given reaction. Reactant: [H-].[Na+].[CH2:3]([O:10][C@@H:11]1[C@@H:16]([O:17][CH2:18][C:19]2[CH:24]=[CH:23][CH:22]=[CH:21][CH:20]=2)[C@H:15]([O:25][CH2:26][C:27]2[CH:32]=[CH:31][CH:30]=[CH:29][CH:28]=2)[C@@H:14]([CH2:33][O:34][CH2:35][C:36]2[CH:41]=[CH:40][CH:39]=[CH:38][CH:37]=2)[O:13][C@H:12]1[C:42]1[NH:43][C:44]([CH2:47][C:48]2[CH:53]=[CH:52][C:51]([CH2:54][CH3:55])=[CH:50][CH:49]=2)=[CH:45][CH:46]=1)[C:4]1[CH:9]=[CH:8][CH:7]=[CH:6][CH:5]=1.[CH3:56]I.O. Product: [CH2:3]([O:10][C@@H:11]1[C@@H:16]([O:17][CH2:18][C:19]2[CH:20]=[CH:21][CH:22]=[CH:23][CH:24]=2)[C@H:15]([O:25][CH2:26][C:27]2[CH:32]=[CH:31][CH:30]=[CH:29][CH:28]=2)[C@@H:14]([CH2:33][O:34][CH2:35][C:36]2[CH:37]=[CH:38][CH:39]=[CH:40][CH:41]=2)[O:13][C@H:12]1[C:42]1[N:43]([CH3:56])[C:44]([CH2:47][C:48]2[CH:49]=[CH:50][C:51]([CH2:54][CH3:55])=[CH:52][CH:53]=2)=[CH:45][CH:46]=1)[C:4]1[CH:9]=[CH:8][CH:7]=[CH:6][CH:5]=1. The catalyst class is: 9.